From a dataset of NCI-60 drug combinations with 297,098 pairs across 59 cell lines. Regression. Given two drug SMILES strings and cell line genomic features, predict the synergy score measuring deviation from expected non-interaction effect. (1) Drug 1: C1=NC2=C(N=C(N=C2N1C3C(C(C(O3)CO)O)O)F)N. Drug 2: CC12CCC3C(C1CCC2O)C(CC4=C3C=CC(=C4)O)CCCCCCCCCS(=O)CCCC(C(F)(F)F)(F)F. Cell line: TK-10. Synergy scores: CSS=-1.53, Synergy_ZIP=0.685, Synergy_Bliss=-0.0627, Synergy_Loewe=-3.67, Synergy_HSA=-2.61. (2) Drug 1: CC1CCC2CC(C(=CC=CC=CC(CC(C(=O)C(C(C(=CC(C(=O)CC(OC(=O)C3CCCCN3C(=O)C(=O)C1(O2)O)C(C)CC4CCC(C(C4)OC)O)C)C)O)OC)C)C)C)OC. Drug 2: CC1=C(C(=CC=C1)Cl)NC(=O)C2=CN=C(S2)NC3=CC(=NC(=N3)C)N4CCN(CC4)CCO. Cell line: NCI-H460. Synergy scores: CSS=1.38, Synergy_ZIP=0.320, Synergy_Bliss=1.53, Synergy_Loewe=-0.551, Synergy_HSA=-0.432. (3) Cell line: COLO 205. Drug 1: CCC(=C(C1=CC=CC=C1)C2=CC=C(C=C2)OCCN(C)C)C3=CC=CC=C3.C(C(=O)O)C(CC(=O)O)(C(=O)O)O. Drug 2: CN1C2=C(C=C(C=C2)N(CCCl)CCCl)N=C1CCCC(=O)O.Cl. Synergy scores: CSS=6.98, Synergy_ZIP=-2.39, Synergy_Bliss=0.484, Synergy_Loewe=-4.54, Synergy_HSA=1.09. (4) Drug 1: C1CC(C1)(C(=O)O)C(=O)O.[NH2-].[NH2-].[Pt+2]. Drug 2: C1C(C(OC1N2C=NC(=NC2=O)N)CO)O. Cell line: M14. Synergy scores: CSS=19.1, Synergy_ZIP=-3.64, Synergy_Bliss=1.65, Synergy_Loewe=0.401, Synergy_HSA=1.78. (5) Drug 1: C1CN(P(=O)(OC1)NCCCl)CCCl. Drug 2: CC1C(C(CC(O1)OC2CC(CC3=C2C(=C4C(=C3O)C(=O)C5=C(C4=O)C(=CC=C5)OC)O)(C(=O)CO)O)N)O.Cl. Cell line: HOP-62. Synergy scores: CSS=34.4, Synergy_ZIP=-4.04, Synergy_Bliss=-6.35, Synergy_Loewe=-17.7, Synergy_HSA=-4.19. (6) Drug 1: C1CN1C2=NC(=NC(=N2)N3CC3)N4CC4. Drug 2: C1=CC(=CC=C1CCCC(=O)O)N(CCCl)CCCl. Cell line: MOLT-4. Synergy scores: CSS=62.0, Synergy_ZIP=-1.30, Synergy_Bliss=-1.59, Synergy_Loewe=-9.04, Synergy_HSA=-0.166.